This data is from Full USPTO retrosynthesis dataset with 1.9M reactions from patents (1976-2016). The task is: Predict the reactants needed to synthesize the given product. (1) Given the product [NH2:23][C:11]1[CH:12]=[CH:13][C:14]([C:16]2[C:17]([CH3:22])=[N:18][O:19][C:20]=2[CH3:21])=[CH:15][C:10]=1[S:7]([NH:6][CH:1]1[CH2:5][CH2:4][CH2:3][CH2:2]1)(=[O:8])=[O:9], predict the reactants needed to synthesize it. The reactants are: [CH:1]1([NH:6][S:7]([C:10]2[CH:15]=[C:14]([C:16]3[C:17]([CH3:22])=[N:18][O:19][C:20]=3[CH3:21])[CH:13]=[CH:12][C:11]=2[N+:23]([O-])=O)(=[O:9])=[O:8])[CH2:5][CH2:4][CH2:3][CH2:2]1. (2) Given the product [CH:1]([N:14]1[CH2:17][C:16]([CH2:18][NH2:19])([CH2:20][CH3:21])[CH2:15]1)([C:8]1[CH:13]=[CH:12][CH:11]=[CH:10][CH:9]=1)[C:2]1[CH:3]=[CH:4][CH:5]=[CH:6][CH:7]=1, predict the reactants needed to synthesize it. The reactants are: [CH:1]([N:14]1[CH2:17][C:16]([CH2:20][CH3:21])([C:18]#[N:19])[CH2:15]1)([C:8]1[CH:13]=[CH:12][CH:11]=[CH:10][CH:9]=1)[C:2]1[CH:7]=[CH:6][CH:5]=[CH:4][CH:3]=1.[H-].[H-].[H-].[H-].[Li+].[Al+3].C(OCC)C.[OH-].[Na+]. (3) Given the product [F:25][CH:26]([F:29])[CH2:27][NH:28][C:56](=[O:57])[CH2:55][N:32]([CH2:30][CH3:31])[C:33]([C:35]1[CH:36]=[C:37]2[C:45](=[CH:46][CH:47]=1)[N:44]([CH3:48])[C:43]1[CH2:42][CH2:41][CH:40]([CH:49]3[CH2:54][CH2:53][O:52][CH2:51][CH2:50]3)[CH2:39][C:38]2=1)=[O:34], predict the reactants needed to synthesize it. The reactants are: CN(C(ON1N=NC2C=CC=NC1=2)=[N+](C)C)C.F[P-](F)(F)(F)(F)F.[F:25][CH:26]([F:29])[CH2:27][NH2:28].[CH2:30]([N:32]([CH2:55][C:56](O)=[O:57])[C:33]([C:35]1[CH:36]=[C:37]2[C:45](=[CH:46][CH:47]=1)[N:44]([CH3:48])[C:43]1[CH2:42][CH2:41][CH:40]([CH:49]3[CH2:54][CH2:53][O:52][CH2:51][CH2:50]3)[CH2:39][C:38]2=1)=[O:34])[CH3:31].C(N(CC)C(C)C)(C)C. (4) Given the product [S:1]1[CH:5]=[CH:4][C:3]([CH2:6][N:12]=[C:15]=[O:24])=[CH:2]1, predict the reactants needed to synthesize it. The reactants are: [S:1]1[CH:5]=[CH:4][C:3]([CH2:6]C(O)=O)=[CH:2]1.C([N:12]([CH2:15]C)CC)C.C1(P(N=[N+]=[N-])(C2C=CC=CC=2)=[O:24])C=CC=CC=1. (5) Given the product [Br:1][C:2]1[CH:3]=[CH:4][C:5]([Cl:21])=[C:6]([C:7]2[C:17]3[C:12](=[CH:13][CH:14]=[CH:15][CH:16]=3)[CH:11]=[C:10]([CH3:19])[N:9]=2)[CH:20]=1, predict the reactants needed to synthesize it. The reactants are: [Br:1][C:2]1[CH:3]=[CH:4][C:5]([Cl:21])=[C:6]([CH:20]=1)[C:7]([NH:9][CH:10]([CH3:19])[CH:11](O)[C:12]1[CH:17]=[CH:16][CH:15]=[CH:14][CH:13]=1)=O.O=P12OP3(OP(OP(O3)(O1)=O)(=O)O2)=O.